This data is from NCI-60 drug combinations with 297,098 pairs across 59 cell lines. The task is: Regression. Given two drug SMILES strings and cell line genomic features, predict the synergy score measuring deviation from expected non-interaction effect. (1) Drug 1: CC=C1C(=O)NC(C(=O)OC2CC(=O)NC(C(=O)NC(CSSCCC=C2)C(=O)N1)C(C)C)C(C)C. Drug 2: C(CN)CNCCSP(=O)(O)O. Cell line: CCRF-CEM. Synergy scores: CSS=71.5, Synergy_ZIP=-1.72, Synergy_Bliss=-2.24, Synergy_Loewe=-56.7, Synergy_HSA=-3.20. (2) Drug 1: CC1CCC2CC(C(=CC=CC=CC(CC(C(=O)C(C(C(=CC(C(=O)CC(OC(=O)C3CCCCN3C(=O)C(=O)C1(O2)O)C(C)CC4CCC(C(C4)OC)O)C)C)O)OC)C)C)C)OC. Drug 2: C1=NNC2=C1C(=O)NC=N2. Cell line: NCIH23. Synergy scores: CSS=6.92, Synergy_ZIP=-1.76, Synergy_Bliss=4.19, Synergy_Loewe=-6.57, Synergy_HSA=2.24.